Dataset: Full USPTO retrosynthesis dataset with 1.9M reactions from patents (1976-2016). Task: Predict the reactants needed to synthesize the given product. (1) Given the product [N:36]1([C:1]([C:4]2[CH:5]=[C:6]3[C:10](=[CH:11][CH:12]=2)[CH2:9][N:8]([C:13](=[O:35])[CH2:14][CH2:15][CH2:16][CH2:17][CH2:18][N:19]2[CH2:20][CH2:21][N:22]([C:25]4[CH:30]=[CH:29][CH:28]=[C:27]([C:31]([F:33])([F:32])[F:34])[CH:26]=4)[CH2:23][CH2:24]2)[CH2:7]3)=[O:2])[CH2:41][CH2:40][CH2:39][CH2:38][CH2:37]1, predict the reactants needed to synthesize it. The reactants are: [C:1]([C:4]1[CH:5]=[C:6]2[C:10](=[CH:11][CH:12]=1)[CH2:9][N:8]([C:13](=[O:35])[CH2:14][CH2:15][CH2:16][CH2:17][CH2:18][N:19]1[CH2:24][CH2:23][N:22]([C:25]3[CH:30]=[CH:29][CH:28]=[C:27]([C:31]([F:34])([F:33])[F:32])[CH:26]=3)[CH2:21][CH2:20]1)[CH2:7]2)(O)=[O:2].[NH:36]1[CH2:41][CH2:40][CH2:39][CH2:38][CH2:37]1. (2) Given the product [N+:20]([C:15]1[CH:16]=[CH:17][CH:18]=[CH:19][C:14]=1[C:6]1[C:5]([C:3]([OH:2])=[O:4])=[CH:10][C:9]([C:11]2[S:13][CH:25]=[C:26]([C:28]3[CH:33]=[CH:32][N:31]=[CH:30][CH:29]=3)[N:12]=2)=[CH:8][CH:7]=1)([O-:22])=[O:21], predict the reactants needed to synthesize it. The reactants are: C[O:2][C:3]([C:5]1[C:6]([C:14]2[CH:19]=[CH:18][CH:17]=[CH:16][C:15]=2[N+:20]([O-:22])=[O:21])=[CH:7][CH:8]=[C:9]([C:11](=[S:13])[NH2:12])[CH:10]=1)=[O:4].Br.Br[CH2:25][C:26]([C:28]1[CH:33]=[CH:32][N:31]=[CH:30][CH:29]=1)=O. (3) Given the product [CH2:1]([O:8][C:9]1[CH:10]=[CH:11][C:12]([C:15]2[CH:20]=[CH:19][C:18]([C:21]3[CH:22]=[CH:23][C:24]([O:27][CH:36]([CH3:40])[C:37](=[O:39])[CH3:38])=[CH:25][CH:26]=3)=[C:17]([F:28])[CH:16]=2)=[CH:13][CH:14]=1)[C:2]1[CH:3]=[CH:4][CH:5]=[CH:6][CH:7]=1, predict the reactants needed to synthesize it. The reactants are: [CH2:1]([O:8][C:9]1[CH:14]=[CH:13][C:12]([C:15]2[CH:20]=[CH:19][C:18]([C:21]3[CH:26]=[CH:25][C:24]([OH:27])=[CH:23][CH:22]=3)=[C:17]([F:28])[CH:16]=2)=[CH:11][CH:10]=1)[C:2]1[CH:7]=[CH:6][CH:5]=[CH:4][CH:3]=1.C(=O)([O-])[O-].[K+].[K+].Cl[CH:36]([CH3:40])[C:37](=[O:39])[CH3:38].O. (4) Given the product [CH3:1][N:2]1[C:6]([CH:7]2[CH2:8][CH2:9][N:10]([CH3:13])[CH2:11][CH2:12]2)=[CH:5][C:4]([NH2:14])=[N:3]1, predict the reactants needed to synthesize it. The reactants are: [CH3:1][N:2]1[C:6]([C:7]2[CH2:8][CH2:9][N:10]([CH3:13])[CH2:11][CH:12]=2)=[CH:5][C:4]([NH2:14])=[N:3]1.